This data is from Forward reaction prediction with 1.9M reactions from USPTO patents (1976-2016). The task is: Predict the product of the given reaction. (1) Given the reactants [F:1][C:2]1[CH:3]=[C:4]([C:9](=[O:11])[CH3:10])[CH:5]=[C:6]([F:8])[CH:7]=1.[Si:12](OS(C(F)(F)F)(=O)=O)([CH3:15])([CH3:14])[CH3:13], predict the reaction product. The product is: [F:1][C:2]1[CH:3]=[C:4]([C:9]([O:11][Si:12]([CH3:15])([CH3:14])[CH3:13])=[CH2:10])[CH:5]=[C:6]([F:8])[CH:7]=1. (2) Given the reactants [CH:1]1(P(C2CCCCC2)C2C=CC=CC=2C2C(OC)=CC=CC=2OC)CCCCC1.I[C:31]1[C:39]2[C:38](=[O:40])[N:37]([CH2:41][O:42][CH2:43][CH2:44][Si:45]([CH3:48])([CH3:47])[CH3:46])[N:36]=[CH:35][C:34]=2[N:33]([CH2:49][O:50][CH2:51][CH2:52][Si:53]([CH3:56])([CH3:55])[CH3:54])[CH:32]=1.CB(O)O.P([O-])([O-])([O-])=O.[K+].[K+].[K+], predict the reaction product. The product is: [CH3:1][C:31]1[C:39]2[C:38](=[O:40])[N:37]([CH2:41][O:42][CH2:43][CH2:44][Si:45]([CH3:48])([CH3:47])[CH3:46])[N:36]=[CH:35][C:34]=2[N:33]([CH2:49][O:50][CH2:51][CH2:52][Si:53]([CH3:56])([CH3:55])[CH3:54])[CH:32]=1.